Dataset: Reaction yield outcomes from USPTO patents with 853,638 reactions. Task: Predict the reaction yield, written as a fraction of the theoretical maximum amount of product (1.0 means a 100% yield; for example, 0.34 means a 34% yield). (1) The reactants are [CH3:1][C:2]1[CH:3]=[CH:4][C:5]([NH:10][C:11]2[CH:16]=[CH:15][CH:14]=[CH:13][C:12]=2[N+:17]([O-])=O)=[C:6]([CH:9]=1)[C:7]#[N:8].O.O.[Sn](Cl)[Cl:23].Cl. The catalyst is C(O)C. The product is [ClH:23].[CH3:1][C:2]1[CH:3]=[CH:4][C:5]2[NH:10][C:11]3[CH:16]=[CH:15][CH:14]=[CH:13][C:12]=3[N:17]=[C:7]([NH2:8])[C:6]=2[CH:9]=1. The yield is 0.630. (2) The reactants are FC(F)(F)C([O:5][C@@H:6]([CH3:43])[CH2:7][O:8][C:9]1[C:13]([CH3:14])=[C:12]([NH:15][C:16]([NH:18][C@H:19]2[C@H:23]([C:24]3[CH:29]=[CH:28][C:27]([F:30])=[C:26]([F:31])[CH:25]=3)[CH2:22][N:21]([C:32]3[CH:33]=[N:34][NH:35][CH:36]=3)[CH2:20]2)=[O:17])[N:11]([C:37]2[CH:42]=[CH:41][CH:40]=[CH:39][CH:38]=2)[N:10]=1)=O.[Li+].[OH-]. The catalyst is CO.C1COCC1.O. The product is [F:31][C:26]1[CH:25]=[C:24]([C@@H:23]2[CH2:22][N:21]([C:32]3[CH:36]=[N:35][NH:34][CH:33]=3)[CH2:20][C@H:19]2[NH:18][C:16]([NH:15][C:12]2[N:11]([C:37]3[CH:42]=[CH:41][CH:40]=[CH:39][CH:38]=3)[N:10]=[C:9]([O:8][CH2:7][C@@H:6]([OH:5])[CH3:43])[C:13]=2[CH3:14])=[O:17])[CH:29]=[CH:28][C:27]=1[F:30]. The yield is 0.720. (3) The reactants are FC(F)(F)C(O)=O.[CH:8]1([CH:13]([N:17]2[CH:21]=[C:20]([C:22]3[C:23]4[CH:30]=[CH:29][NH:28][C:24]=4[N:25]=[CH:26][N:27]=3)[CH:19]=[N:18]2)[CH2:14][C:15]#[CH:16])[CH2:12][CH2:11][CH2:10][CH2:9]1.[H][H]. The catalyst is CO.[Pd]. The product is [CH:8]1([CH:13]([N:17]2[CH:21]=[C:20]([C:22]3[C:23]4[CH:30]=[CH:29][NH:28][C:24]=4[N:25]=[CH:26][N:27]=3)[CH:19]=[N:18]2)[CH2:14][CH2:15][CH3:16])[CH2:12][CH2:11][CH2:10][CH2:9]1. The yield is 0.690. (4) The yield is 0.480. The catalyst is CC(O)=O. The reactants are [CH3:1][O:2][C:3]1[CH:4]=[C:5]2[C:10](=[CH:11][C:12]=1[O:13][CH3:14])[N:9]=[CH:8][CH:7]=[C:6]2[O:15][C:16]1[CH:21]=[CH:20][C:19]([NH2:22])=[CH:18][C:17]=1[F:23].[NH4+].[N:25]#[C:26][S-:27].BrBr. The product is [CH3:1][O:2][C:3]1[CH:4]=[C:5]2[C:10](=[CH:11][C:12]=1[O:13][CH3:14])[N:9]=[CH:8][CH:7]=[C:6]2[O:15][C:16]1[C:17]([F:23])=[CH:18][C:19]2[N:22]=[C:26]([NH2:25])[S:27][C:20]=2[CH:21]=1. (5) The reactants are C(OC([N:11]1[C:16](=[O:17])[CH2:15][CH2:14][C:13]([NH2:19])([CH3:18])[C:12]1=[O:20])=O)C1C=CC=CC=1.[ClH:21].[H][H].O. The catalyst is C(O)C.[Pd]. The product is [ClH:21].[NH2:19][C:13]1([CH3:18])[CH2:14][CH2:15][C:16](=[O:17])[NH:11][C:12]1=[O:20]. The yield is 0.930. (6) The reactants are [Cl:1][C:2]1[CH:9]=[CH:8][C:5]([C:6]#[N:7])=[C:4]([O:10][C:11]2[CH:16]=[CH:15][CH:14]=[C:13]([CH:17]=O)[CH:12]=2)[CH:3]=1.[CH3:19][N:20]([CH3:24])[CH2:21][CH2:22][NH2:23].C([BH3-])#N.[Na+].[C:29]([OH:36])(=[O:35])/[CH:30]=[CH:31]/[C:32]([OH:34])=[O:33]. The catalyst is C(O)(=O)C.CO. The product is [C:29]([OH:36])(=[O:35])/[CH:30]=[CH:31]/[C:32]([OH:34])=[O:33].[Cl:1][C:2]1[CH:9]=[CH:8][C:5]([C:6]#[N:7])=[C:4]([O:10][C:11]2[CH:16]=[CH:15][CH:14]=[C:13]([CH2:17][NH:23][CH2:22][CH2:21][N:20]([CH3:24])[CH3:19])[CH:12]=2)[CH:3]=1. The yield is 0.900. (7) The reactants are [NH2:1][C@H:2]1[CH2:7][CH2:6][N:5]([C:8]([O:10][C:11]([CH3:14])([CH3:13])[CH3:12])=[O:9])[CH2:4][C@H:3]1[O:15][CH2:16][C:17]1[CH:22]=[CH:21][CH:20]=[CH:19][CH:18]=1.[NH:23]1[CH:27]=[CH:26][N:25]=[C:24]1[C:28](O)=[O:29].CCN=C=NCCCN(C)C. The catalyst is CC(N(C)C)=O.CN(C1C=CN=CC=1)C.ClCCl. The product is [CH2:16]([O:15][C@H:3]1[C@@H:2]([NH:1][C:28]([C:24]2[NH:23][CH:27]=[CH:26][N:25]=2)=[O:29])[CH2:7][CH2:6][N:5]([C:8]([O:10][C:11]([CH3:14])([CH3:13])[CH3:12])=[O:9])[CH2:4]1)[C:17]1[CH:18]=[CH:19][CH:20]=[CH:21][CH:22]=1. The yield is 0.460.